Task: Predict the product of the given reaction.. Dataset: Forward reaction prediction with 1.9M reactions from USPTO patents (1976-2016) (1) Given the reactants C([O:3][C:4]([C:6]1[N:7]=[C:8]([N:11]([C:22](=[O:31])[C:23]2[CH:28]=[CH:27][C:26]([Cl:29])=[CH:25][C:24]=2[Cl:30])[C:12]2[CH:17]=[CH:16][C:15]([O:18][CH3:19])=[C:14]([O:20][CH3:21])[CH:13]=2)[S:9][CH:10]=1)=[O:5])C.C(O)(=O)C.Cl, predict the reaction product. The product is: [Cl:30][C:24]1[CH:25]=[C:26]([Cl:29])[CH:27]=[CH:28][C:23]=1[C:22]([N:11]([C:12]1[CH:17]=[CH:16][C:15]([O:18][CH3:19])=[C:14]([O:20][CH3:21])[CH:13]=1)[C:8]1[S:9][CH:10]=[C:6]([C:4]([OH:5])=[O:3])[N:7]=1)=[O:31]. (2) The product is: [C:1]([O:5][C:6](=[O:18])[CH2:7][N:8]1[C:16]2[C:11](=[CH:12][CH:13]=[C:14]([O:17][C@H:25]([C:24]3[S:23][C:22]([C:28]4[CH:29]=[CH:30][C:31]([C:34]([F:36])([F:37])[F:35])=[CH:32][CH:33]=4)=[N:21][C:20]=3[CH3:19])[CH3:26])[CH:15]=2)[CH:10]=[CH:9]1)([CH3:4])([CH3:2])[CH3:3]. Given the reactants [C:1]([O:5][C:6](=[O:18])[CH2:7][N:8]1[C:16]2[C:11](=[CH:12][CH:13]=[C:14]([OH:17])[CH:15]=2)[CH:10]=[CH:9]1)([CH3:4])([CH3:3])[CH3:2].[CH3:19][C:20]1[N:21]=[C:22]([C:28]2[CH:33]=[CH:32][C:31]([C:34]([F:37])([F:36])[F:35])=[CH:30][CH:29]=2)[S:23][C:24]=1[C@H:25](O)[CH3:26].C(P(CCCC)CCCC)CCC.CN(C)C(N=NC(N(C)C)=O)=O, predict the reaction product. (3) Given the reactants [CH2:1]([N:8]1[C:17](=[O:18])[C:16]2[C:11](=[CH:12][C:13]([C:19]([O:21][CH3:22])=[O:20])=[CH:14][CH:15]=2)[NH:10][C:9]1=O)[C:2]1[CH:7]=[CH:6][CH:5]=[CH:4][CH:3]=1.P(Cl)(Cl)([Cl:26])=O.C(N(CC)C(C)C)(C)C, predict the reaction product. The product is: [CH2:1]([N:8]1[C:17](=[O:18])[C:16]2[C:11](=[CH:12][C:13]([C:19]([O:21][CH3:22])=[O:20])=[CH:14][CH:15]=2)[N:10]=[C:9]1[Cl:26])[C:2]1[CH:7]=[CH:6][CH:5]=[CH:4][CH:3]=1. (4) Given the reactants [CH3:1][O:2][C:3]1[CH:8]=[CH:7][C:6]([C:9](=O)[CH2:10][CH2:11][C:12]([OH:14])=[O:13])=[CH:5][C:4]=1[CH3:16], predict the reaction product. The product is: [CH3:1][O:2][C:3]1[CH:8]=[CH:7][C:6]([CH2:9][CH2:10][CH2:11][C:12]([OH:14])=[O:13])=[CH:5][C:4]=1[CH3:16]. (5) Given the reactants [NH2:1][C@@H:2]([CH2:8][C:9]1[CH:14]=[CH:13][CH:12]=[CH:11][CH:10]=1)[CH:3]([OH:7])[C:4]([OH:6])=[O:5].[C:15](O[C:15]([O:17][C:18]([CH3:21])([CH3:20])[CH3:19])=[O:16])([O:17][C:18]([CH3:21])([CH3:20])[CH3:19])=[O:16], predict the reaction product. The product is: [C:18]([O:17][C:15]([NH:1][C@@H:2]([CH2:8][C:9]1[CH:14]=[CH:13][CH:12]=[CH:11][CH:10]=1)[CH:3]([OH:7])[C:4]([OH:6])=[O:5])=[O:16])([CH3:21])([CH3:20])[CH3:19]. (6) Given the reactants [F:1][C:2]1[CH:26]=[CH:25][C:5]2[O:6][C:7]([CH:19]3[CH2:24][CH2:23][NH:22][CH2:21][CH2:20]3)([C:9]3[CH:14]=[CH:13][C:12]([C:15]([F:18])([F:17])[F:16])=[CH:11][CH:10]=3)[O:8][C:4]=2[CH:3]=1.O=[C:28]([CH3:42])[CH2:29][CH2:30][N:31]1C(=O)C2C(=CC=CC=2)C1=O, predict the reaction product. The product is: [F:1][C:2]1[CH:26]=[CH:25][C:5]2[O:6][C:7]([CH:19]3[CH2:20][CH2:21][N:22]([CH:28]([CH3:42])[CH2:29][CH2:30][NH2:31])[CH2:23][CH2:24]3)([C:9]3[CH:14]=[CH:13][C:12]([C:15]([F:16])([F:17])[F:18])=[CH:11][CH:10]=3)[O:8][C:4]=2[CH:3]=1.